This data is from Retrosynthesis with 50K atom-mapped reactions and 10 reaction types from USPTO. The task is: Predict the reactants needed to synthesize the given product. Given the product COc1c(NC(=O)c2cc3cccc(CN4CCN(C(=O)[C@H]5CCN(C)C5)CC4)c3n2C)cc(C(C)(C)C)cc1NS(C)(=O)=O, predict the reactants needed to synthesize it. The reactants are: C=O.COc1c(NC(=O)c2cc3cccc(CN4CCN(C(=O)[C@H]5CCNC5)CC4)c3n2C)cc(C(C)(C)C)cc1NS(C)(=O)=O.